Dataset: HIV replication inhibition screening data with 41,000+ compounds from the AIDS Antiviral Screen. Task: Binary Classification. Given a drug SMILES string, predict its activity (active/inactive) in a high-throughput screening assay against a specified biological target. (1) The result is 0 (inactive). The compound is CC(C)C(Cl)=NOC(=O)Nc1ccc(S(N)(=O)=O)cc1. (2) The drug is O=C1C2c3[nH]c4ccccc4c3C3CCSCC3C2C(=O)N1c1ccccc1. The result is 0 (inactive). (3) The molecule is COc1cc(NC=O)c2c(c1)SCC(=O)N2. The result is 0 (inactive). (4) The compound is CCOC(=O)c1ccc(CSc2ccccc2C(=O)OCC)cc1. The result is 0 (inactive). (5) The drug is CC(C)(C)c1cc(Oc2ccc(C#N)c(C#N)c2)cc(C(C)(C)C)c1. The result is 0 (inactive).